This data is from Reaction yield outcomes from USPTO patents with 853,638 reactions. The task is: Predict the reaction yield, written as a fraction of the theoretical maximum amount of product (1.0 means a 100% yield; for example, 0.34 means a 34% yield). The reactants are [Br:1][C:2]1[CH:7]=[CH:6][C:5]([C@@H:8]([NH:10][CH2:11][CH2:12][C:13]2([CH:18]([CH3:20])[CH3:19])OCC[O:14]2)[CH3:9])=[CH:4][CH:3]=1.Cl.C([O-])(O)=O.[Na+]. The catalyst is CO. The product is [Br:1][C:2]1[CH:3]=[CH:4][C:5]([C@@H:8]([NH:10][CH2:11][CH2:12][C:13](=[O:14])[CH:18]([CH3:20])[CH3:19])[CH3:9])=[CH:6][CH:7]=1. The yield is 0.970.